This data is from Reaction yield outcomes from USPTO patents with 853,638 reactions. The task is: Predict the reaction yield, written as a fraction of the theoretical maximum amount of product (1.0 means a 100% yield; for example, 0.34 means a 34% yield). The reactants are C[O:2][C:3](=[O:31])[CH:4]([NH:16][C:17]1[CH:22]=[CH:21][CH:20]=[CH:19][C:18]=1[C:23](=[O:30])[C:24]1[CH:29]=[CH:28][CH:27]=[CH:26][CH:25]=1)[CH2:5][C:6]1[CH:11]=[CH:10][C:9]([O:12][CH2:13][CH2:14]Br)=[CH:8][CH:7]=1.[CH:32]1[C:44]2[NH:43][C:42]3[C:37](=[CH:38][CH:39]=[CH:40][CH:41]=3)[C:36]=2[CH:35]=[CH:34][CH:33]=1.[OH-].[Na+]. The catalyst is C1C=CC=CC=1.[Br-].C([N+](CCCC)(CCCC)CCCC)CCC. The product is [C:23]([C:18]1[CH:19]=[CH:20][CH:21]=[CH:22][C:17]=1[NH:16][CH:4]([CH2:5][C:6]1[CH:11]=[CH:10][C:9]([O:12][CH2:13][CH2:14][C:41]2[C:42]3[NH:43][C:44]4[C:36](=[CH:35][CH:34]=[CH:33][CH:32]=4)[C:37]=3[CH:38]=[CH:39][CH:40]=2)=[CH:8][CH:7]=1)[C:3]([OH:2])=[O:31])(=[O:30])[C:24]1[CH:25]=[CH:26][CH:27]=[CH:28][CH:29]=1. The yield is 0.287.